Dataset: Full USPTO retrosynthesis dataset with 1.9M reactions from patents (1976-2016). Task: Predict the reactants needed to synthesize the given product. (1) Given the product [F:11][C:9]([F:12])([F:10])[C:7]1[CH:6]=[C:5]([C@H:13]2[O:17][C:16](=[O:18])[N:15]([CH2:19][C:20]3[C:21]([NH:30][CH:31]4[CH2:36][CH2:35][CH:34]([NH:46][CH2:44][CH3:45])[CH2:33][CH:32]4[CH2:38][CH3:39])=[N:22][CH:23]=[C:24]([C:26]([F:28])([F:27])[F:29])[CH:25]=3)[C@H:14]2[CH3:40])[CH:4]=[C:3]([C:2]([F:41])([F:42])[F:1])[CH:8]=1, predict the reactants needed to synthesize it. The reactants are: [F:1][C:2]([F:42])([F:41])[C:3]1[CH:4]=[C:5]([C@H:13]2[O:17][C:16](=[O:18])[N:15]([CH2:19][C:20]3[C:21]([NH:30][CH:31]4[CH2:36][CH2:35][C:34](=O)[CH2:33][CH:32]4[CH2:38][CH3:39])=[N:22][CH:23]=[C:24]([C:26]([F:29])([F:28])[F:27])[CH:25]=3)[C@H:14]2[CH3:40])[CH:6]=[C:7]([C:9]([F:12])([F:11])[F:10])[CH:8]=1.Cl.[CH2:44]([NH2:46])[CH3:45].[BH-](OC(C)=O)(OC(C)=O)OC(C)=O.[Na+]. (2) Given the product [OH:4][CH2:5][CH2:6][CH2:7][C:8]1[C:9]([CH:13]([CH3:15])[CH3:14])=[N:10][N:11]([C:18]2[N:23]=[CH:22][C:21]([C:24]#[N:25])=[CH:20][N:19]=2)[CH:12]=1, predict the reactants needed to synthesize it. The reactants are: COC[O:4][CH2:5][CH2:6][CH2:7][C:8]1[C:9]([CH:13]([CH3:15])[CH3:14])=[N:10][NH:11][CH:12]=1.CS[C:18]1[N:23]=[CH:22][C:21]([C:24]#[N:25])=[CH:20][N:19]=1.[H-].[Na+].[H][H]. (3) Given the product [C:29]([O:28][C:26]([N:33]1[CH2:39][CH2:38][CH2:37][CH:34]1[CH2:35][NH:5][C:6]1[CH:18]=[CH:17][C:9]([C:10](=[O:11])[N:12]([CH2:15][CH3:16])[CH2:13][CH3:14])=[CH:8][C:7]=1[O:19][C:20]1[CH:25]=[CH:24][CH:23]=[CH:22][CH:21]=1)=[O:27])([CH3:32])([CH3:30])[CH3:31], predict the reactants needed to synthesize it. The reactants are: [BH3-]C#N.[Na+].[NH2:5][C:6]1[CH:18]=[CH:17][C:9]([C:10]([N:12]([CH2:15][CH3:16])[CH2:13][CH3:14])=[O:11])=[CH:8][C:7]=1[O:19][C:20]1[CH:25]=[CH:24][CH:23]=[CH:22][CH:21]=1.[C:26]([N:33]1[CH2:39][CH2:38][CH2:37][C@H:34]1[CH:35]=O)([O:28][C:29]([CH3:32])([CH3:31])[CH3:30])=[O:27]. (4) Given the product [Cl:1][C:2]1[CH:9]=[C:8]([N:10]([CH2:16][C:17]2[CH:22]=[C:21]([F:23])[CH:20]=[CH:19][C:18]=2[CH3:24])[C@H:11]2[CH2:15][CH2:14][N:13]([S:32]([CH2:31][C:25]3[CH:30]=[CH:29][CH:28]=[CH:27][CH:26]=3)(=[O:34])=[O:33])[CH2:12]2)[CH:7]=[CH:6][C:3]=1[C:4]#[N:5], predict the reactants needed to synthesize it. The reactants are: [Cl:1][C:2]1[CH:9]=[C:8]([N:10]([CH2:16][C:17]2[CH:22]=[C:21]([F:23])[CH:20]=[CH:19][C:18]=2[CH3:24])[C@H:11]2[CH2:15][CH2:14][NH:13][CH2:12]2)[CH:7]=[CH:6][C:3]=1[C:4]#[N:5].[C:25]1([CH2:31][S:32](Cl)(=[O:34])=[O:33])[CH:30]=[CH:29][CH:28]=[CH:27][CH:26]=1. (5) The reactants are: [NH:1]([CH3:8])[C@H:2]([C:5]([OH:7])=[O:6])[CH2:3][SH:4].[ClH:9].[C:10]([O-:13])(O)=[O:11].[Na+].[O:15](C(O[C:19](C)([CH3:21])[CH3:20])=O)C(O[C:19](C)([CH3:21])[CH3:20])=[O:15].[OH-:30].[Na+].[Si]([CH:36]=[N+:37]=[N-:38])(C)(C)C.[ClH:39].CCOC(C)=O.[NH:46](C(OC[C:62]1[CH:67]=[CH:66]C=[CH:64][CH:63]=1)=O)[C@@H:47]([C:50](OCC(Cl)(Cl)[Cl:55])=O)[CH2:48][SH:49].N[C@@H](C(O)=O)CS.C1C=CC(P(C2C=CC=CC=2)C2C=CC=CC=2)=CC=1.SCCO. Given the product [CH:2]([Cl:55])([OH:30])[CH:5]([Cl:39])[Cl:9].[CH2:19]1[CH2:21][CH2:5][CH:2]([N:1]=[C:8]=[N:37][CH:36]2[CH2:66][CH2:67][CH2:62][CH2:63][CH2:64]2)[CH2:3][CH2:20]1.[CH:48]1[CH:47]=[CH:50][C:5]2[N:37]([OH:15])[N:38]=[N:1][C:2]=2[CH:3]=1.[CH2:3]([S:4][S:49][CH2:48][C@@H:47]([NH2:46])[C:10]([OH:13])=[O:11])[C@@H:2]([NH2:1])[C:5]([OH:7])=[O:6], predict the reactants needed to synthesize it. (6) The reactants are: [Cl:1][C:2]1[CH:7]=[CH:6][C:5]([Cl:8])=[CH:4][C:3]=1Br.[NH2:10][C:11]1[CH:12]=[C:13]2[C:18]3=[C:19]([CH2:21][CH2:22][CH2:23][N:17]3[CH2:16][C@@H:15]3[CH2:24][N:25](C(OC(C)(C)C)=O)[CH2:26][C@H:14]23)[CH:20]=1. Given the product [Cl:1][C:2]1[CH:7]=[CH:6][C:5]([Cl:8])=[CH:4][C:3]=1[NH:10][C:11]1[CH:12]=[C:13]2[C:18]3=[C:19]([CH2:21][CH2:22][CH2:23][N:17]3[CH2:16][C@@H:15]3[CH2:24][NH:25][CH2:26][C@H:14]23)[CH:20]=1, predict the reactants needed to synthesize it. (7) Given the product [C:6]([C:10]1[CH:14]=[C:13]([NH:15][C:16]([NH:18][C@@H:19]2[C:28]3[C:23](=[CH:24][CH:25]=[CH:26][CH:27]=3)[C@H:22]([O:29][C:30]3[CH:31]=[CH:32][C:33]4[N:34]([C:36]([N:39]5[C@H:40]([CH3:46])[CH2:41][CH2:42][CH2:43][C@@H:44]5[CH3:45])=[N:37][N:38]=4)[CH:35]=3)[CH2:21][CH2:20]2)=[O:17])[N:12]([C:47]2[CH:60]=[CH:59][CH:58]=[C:49]([O:50][CH2:51][CH2:52][N:1]3[CH2:5][CH2:4][CH2:3][CH2:2]3)[CH:48]=2)[N:11]=1)([CH3:7])([CH3:8])[CH3:9], predict the reactants needed to synthesize it. The reactants are: [NH:1]1[CH2:5][CH2:4][CH2:3][CH2:2]1.[C:6]([C:10]1[CH:14]=[C:13]([NH:15][C:16]([NH:18][C@@H:19]2[C:28]3[C:23](=[CH:24][CH:25]=[CH:26][CH:27]=3)[C@H:22]([O:29][C:30]3[CH:31]=[CH:32][C:33]4[N:34]([C:36]([N:39]5[C@H:44]([CH3:45])[CH2:43][CH2:42][CH2:41][C@@H:40]5[CH3:46])=[N:37][N:38]=4)[CH:35]=3)[CH2:21][CH2:20]2)=[O:17])[N:12]([C:47]2[CH:48]=[C:49]([CH:58]=[CH:59][CH:60]=2)[O:50][CH2:51][CH2:52]OS(C)(=O)=O)[N:11]=1)([CH3:9])([CH3:8])[CH3:7]. (8) Given the product [N:23]1([C:27]([C:29]2[N:45]=[CH:43][C:32]([O:1][C:2]3[CH:3]=[C:4]([CH:14]=[C:15]([O:17][C@@H:18]([CH3:22])[CH2:19][O:20][CH3:21])[CH:16]=3)[C:5]([NH:7][C:8]3[CH:12]=[CH:11][N:10]([CH3:13])[N:9]=3)=[O:6])=[CH:31][CH:30]=2)=[O:28])[CH2:24][CH2:25][CH2:26]1, predict the reactants needed to synthesize it. The reactants are: [OH:1][C:2]1[CH:3]=[C:4]([CH:14]=[C:15]([O:17][C@@H:18]([CH3:22])[CH2:19][O:20][CH3:21])[CH:16]=1)[C:5]([NH:7][C:8]1[CH:12]=[CH:11][N:10]([CH3:13])[N:9]=1)=[O:6].[N:23]1([C:27]([C:29]2[CH:30]=[CH:31][C:32](Cl)=NC=2)=[O:28])[CH2:26][CH2:25][CH2:24]1.C(=O)([O-])[O-].[Cs+].[Cs+].C[C:43]([N:45](C)C)=O.